Dataset: NCI-60 drug combinations with 297,098 pairs across 59 cell lines. Task: Regression. Given two drug SMILES strings and cell line genomic features, predict the synergy score measuring deviation from expected non-interaction effect. (1) Drug 1: CC12CCC3C(C1CCC2=O)CC(=C)C4=CC(=O)C=CC34C. Drug 2: C1=C(C(=O)NC(=O)N1)F. Cell line: SNB-19. Synergy scores: CSS=44.6, Synergy_ZIP=0.927, Synergy_Bliss=2.50, Synergy_Loewe=4.16, Synergy_HSA=5.96. (2) Drug 1: CC1OCC2C(O1)C(C(C(O2)OC3C4COC(=O)C4C(C5=CC6=C(C=C35)OCO6)C7=CC(=C(C(=C7)OC)O)OC)O)O. Drug 2: C(CCl)NC(=O)N(CCCl)N=O. Cell line: LOX IMVI. Synergy scores: CSS=35.7, Synergy_ZIP=-4.00, Synergy_Bliss=-4.43, Synergy_Loewe=-2.33, Synergy_HSA=-0.303. (3) Drug 1: CC12CCC3C(C1CCC2=O)CC(=C)C4=CC(=O)C=CC34C. Drug 2: C1=C(C(=O)NC(=O)N1)N(CCCl)CCCl. Cell line: T-47D. Synergy scores: CSS=17.1, Synergy_ZIP=-12.6, Synergy_Bliss=-2.53, Synergy_Loewe=-4.71, Synergy_HSA=-0.169. (4) Drug 1: CC12CCC(CC1=CCC3C2CCC4(C3CC=C4C5=CN=CC=C5)C)O. Drug 2: C1=CC(=CC=C1CCC2=CNC3=C2C(=O)NC(=N3)N)C(=O)NC(CCC(=O)O)C(=O)O. Cell line: OVCAR-4. Synergy scores: CSS=23.1, Synergy_ZIP=-10.3, Synergy_Bliss=-14.2, Synergy_Loewe=-15.8, Synergy_HSA=-11.5. (5) Synergy scores: CSS=1.98, Synergy_ZIP=3.52, Synergy_Bliss=3.17, Synergy_Loewe=3.13, Synergy_HSA=0.415. Drug 2: C(CN)CNCCSP(=O)(O)O. Cell line: PC-3. Drug 1: CC(C)(C#N)C1=CC(=CC(=C1)CN2C=NC=N2)C(C)(C)C#N. (6) Drug 1: C1CC(=O)NC(=O)C1N2CC3=C(C2=O)C=CC=C3N. Drug 2: CCCCC(=O)OCC(=O)C1(CC(C2=C(C1)C(=C3C(=C2O)C(=O)C4=C(C3=O)C=CC=C4OC)O)OC5CC(C(C(O5)C)O)NC(=O)C(F)(F)F)O. Cell line: HT29. Synergy scores: CSS=6.26, Synergy_ZIP=0.889, Synergy_Bliss=0.467, Synergy_Loewe=-0.366, Synergy_HSA=-1.54. (7) Drug 1: C1=NC2=C(N1)C(=S)N=C(N2)N. Drug 2: CCCCCOC(=O)NC1=NC(=O)N(C=C1F)C2C(C(C(O2)C)O)O. Cell line: NCI/ADR-RES. Synergy scores: CSS=35.7, Synergy_ZIP=3.05, Synergy_Bliss=3.37, Synergy_Loewe=-23.8, Synergy_HSA=3.53.